Dataset: NCI-60 drug combinations with 297,098 pairs across 59 cell lines. Task: Regression. Given two drug SMILES strings and cell line genomic features, predict the synergy score measuring deviation from expected non-interaction effect. (1) Drug 1: C1CN1P(=S)(N2CC2)N3CC3. Drug 2: C1=NC2=C(N=C(N=C2N1C3C(C(C(O3)CO)O)F)Cl)N. Cell line: K-562. Synergy scores: CSS=23.8, Synergy_ZIP=-8.83, Synergy_Bliss=-6.55, Synergy_Loewe=-12.2, Synergy_HSA=-4.25. (2) Drug 1: C1CCN(CC1)CCOC2=CC=C(C=C2)C(=O)C3=C(SC4=C3C=CC(=C4)O)C5=CC=C(C=C5)O. Drug 2: N.N.Cl[Pt+2]Cl. Cell line: COLO 205. Synergy scores: CSS=-6.60, Synergy_ZIP=9.78, Synergy_Bliss=11.9, Synergy_Loewe=-1.84, Synergy_HSA=-0.683. (3) Drug 1: CCC1=C2CN3C(=CC4=C(C3=O)COC(=O)C4(CC)O)C2=NC5=C1C=C(C=C5)O. Drug 2: B(C(CC(C)C)NC(=O)C(CC1=CC=CC=C1)NC(=O)C2=NC=CN=C2)(O)O. Cell line: ACHN. Synergy scores: CSS=52.8, Synergy_ZIP=0.467, Synergy_Bliss=-0.208, Synergy_Loewe=-2.00, Synergy_HSA=0.00670. (4) Drug 1: CC1C(C(CC(O1)OC2CC(OC(C2O)C)OC3=CC4=CC5=C(C(=O)C(C(C5)C(C(=O)C(C(C)O)O)OC)OC6CC(C(C(O6)C)O)OC7CC(C(C(O7)C)O)OC8CC(C(C(O8)C)O)(C)O)C(=C4C(=C3C)O)O)O)O. Drug 2: C1=NC2=C(N=C(N=C2N1C3C(C(C(O3)CO)O)F)Cl)N. Cell line: MCF7. Synergy scores: CSS=21.4, Synergy_ZIP=-3.23, Synergy_Bliss=-5.78, Synergy_Loewe=-16.7, Synergy_HSA=-7.56. (5) Drug 1: C(CC(=O)O)C(=O)CN.Cl. Drug 2: CS(=O)(=O)OCCCCOS(=O)(=O)C. Cell line: SK-MEL-5. Synergy scores: CSS=17.5, Synergy_ZIP=-6.54, Synergy_Bliss=-2.25, Synergy_Loewe=0.0605, Synergy_HSA=0.0453.